This data is from Forward reaction prediction with 1.9M reactions from USPTO patents (1976-2016). The task is: Predict the product of the given reaction. (1) Given the reactants [CH2:1]([O:3][C:4]1[C:27]([O:28][CH3:29])=[CH:26][C:7]2[C:8]([C:17]3[CH:25]=[CH:24][C:20]([C:21](Cl)=[O:22])=[CH:19][CH:18]=3)=[N:9][C@H:10]3[C@@H:15]([C:6]=2[CH:5]=1)[CH2:14][N:13]([CH3:16])[CH2:12][CH2:11]3)[CH3:2].Cl.[CH:31]([NH:34][C@H:35]([CH3:49])[CH2:36][O:37][C:38](=[O:48])[C:39]1[CH:44]=[CH:43][C:42]([N+:45]([O-:47])=[O:46])=[CH:41][CH:40]=1)([CH3:33])[CH3:32], predict the reaction product. The product is: [CH2:1]([O:3][C:4]1[C:27]([O:28][CH3:29])=[CH:26][C:7]2[C:8]([C:17]3[CH:25]=[CH:24][C:20]([C:21]([N:34]([CH:31]([CH3:33])[CH3:32])[C@H:35]([CH3:49])[CH2:36][O:37][C:38](=[O:48])[C:39]4[CH:40]=[CH:41][C:42]([N+:45]([O-:47])=[O:46])=[CH:43][CH:44]=4)=[O:22])=[CH:19][CH:18]=3)=[N:9][C@H:10]3[C@@H:15]([C:6]=2[CH:5]=1)[CH2:14][N:13]([CH3:16])[CH2:12][CH2:11]3)[CH3:2]. (2) Given the reactants C([Li])CCC.C(NC(C)C)(C)C.C([N-]C(C)C)(C)C.[Li+].[Cl:21][C:22]1[CH:27]=[CH:26][CH:25]=[CH:24][N:23]=1.[CH:28](=[O:37])[C:29]1[CH:34]=[CH:33][CH:32]=[C:31]([O:35][CH3:36])[CH:30]=1.[Cl-].[NH4+], predict the reaction product. The product is: [Cl:21][C:22]1[C:27]([CH:28]([C:29]2[CH:34]=[CH:33][CH:32]=[C:31]([O:35][CH3:36])[CH:30]=2)[OH:37])=[CH:26][CH:25]=[CH:24][N:23]=1. (3) Given the reactants [CH2:1]([C:5]1[CH:6]2[CH2:11][CH:9]([CH:10]=1)[CH2:8][CH2:7]2)[CH2:2][CH2:3][CH3:4].[C:12]([O:16][CH3:17])(=[O:15])[CH:13]=[CH2:14].CC(N=NC(C#N)(C)C)(C#N)C.CC[Al](Cl)CC.CC[Al](Cl)Cl.Cl.CO, predict the reaction product. The product is: [CH2:1]([C:5]1[CH:6]2[CH2:11][CH:9]([CH:10]=1)[CH2:8][CH2:7]2)[CH2:2][CH2:3][CH3:4].[C:12]([O:16][CH3:17])(=[O:15])[CH:13]=[CH2:14]. (4) The product is: [NH2:36][CH2:35][CH2:34][CH2:33][C:11]1[CH:10]=[N:9][N:8]([CH3:7])[C:12]=1[NH:13][C:14]([C:21]1[CH:22]=[CH:23][CH:24]=[CH:25][CH:26]=1)([C:27]1[CH:28]=[CH:29][CH:30]=[CH:31][CH:32]=1)[C:15]1[CH:20]=[CH:19][CH:18]=[CH:17][CH:16]=1. Given the reactants [H-].[Al+3].[Li+].[H-].[H-].[H-].[CH3:7][N:8]1[C:12]([NH:13][C:14]([C:27]2[CH:32]=[CH:31][CH:30]=[CH:29][CH:28]=2)([C:21]2[CH:26]=[CH:25][CH:24]=[CH:23][CH:22]=2)[C:15]2[CH:20]=[CH:19][CH:18]=[CH:17][CH:16]=2)=[C:11](/[CH:33]=[CH:34]/[C:35]#[N:36])[CH:10]=[N:9]1.[F-].[Na+].O, predict the reaction product. (5) The product is: [CH:14]1([NH:13][C:11](=[O:12])[C:10]2[CH:9]=[C:8]([C:5]3[CH:4]=[CH:3][C:2]4[N:54]([C:42]5[CH:31]=[CH:32][CH:33]=[CH:40][CH:41]=5)[N:53]=[CH:47][C:7]=4[N:6]=3)[C:20]([CH3:21])=[CH:19][CH:18]=2)[CH2:15][CH2:16]1. Given the reactants Cl[C:2]1[C:3](C=O)=[CH:4][C:5]([C:8]2[CH:9]=[C:10]([CH:18]=[CH:19][C:20]=2[CH3:21])[C:11]([NH:13][CH:14](C)[CH2:15][CH3:16])=[O:12])=[N:6][CH:7]=1.ClC1C(C=O)=CC([C:31]2[CH:32]=[C:33]([CH:40]=[C:41](F)[C:42]=2C)C(NC2CC2)=O)=NC=1.[C:47]1([NH:53][NH2:54])C=CC=CC=1.CC(C)([O-])C.[Na+], predict the reaction product. (6) Given the reactants Cl.Br[C:3]1[C:4]2[N:5]([CH:16]=[CH:17][N:18]=2)[N:6]=[C:7]([Cl:15])[C:8]=1[C:9]1[CH:14]=[CH:13][CH:12]=[CH:11][CH:10]=1.[CH3:19][CH2:20][O:21][C:22]1[CH:23]=[CH:24][C:25]([NH2:28])=[CH:26][CH:27]=1.CC([O-])(C)C.[K+], predict the reaction product. The product is: [Cl:15][C:7]1[C:8]([C:9]2[CH:14]=[CH:13][CH:12]=[CH:11][CH:10]=2)=[C:3]([NH:28][C:25]2[CH:24]=[CH:23][C:22]([O:21][CH2:20][CH3:19])=[CH:27][CH:26]=2)[C:4]2[N:5]([CH:16]=[CH:17][N:18]=2)[N:6]=1. (7) Given the reactants [C:1]([N:5]1[CH2:11][CH:10]([N:12]2[C:16]3[C:17]([Cl:21])=[CH:18][CH:19]=[CH:20][C:15]=3[N:14]=[C:13]2[NH:22][C:23](=[O:31])[C:24]2[CH:29]=[CH:28][N:27]=[C:26]([CH3:30])[CH:25]=2)[CH2:9][N:8](C(OC(C)(C)C)=O)[CH2:7][CH2:6]1)(=[O:4])[CH:2]=[CH2:3].FC(F)(F)C(O)=O, predict the reaction product. The product is: [C:1]([N:5]1[CH2:11][CH:10]([N:12]2[C:16]3[C:17]([Cl:21])=[CH:18][CH:19]=[CH:20][C:15]=3[N:14]=[C:13]2[NH:22][C:23](=[O:31])[C:24]2[CH:29]=[CH:28][N:27]=[C:26]([CH3:30])[CH:25]=2)[CH2:9][NH:8][CH2:7][CH2:6]1)(=[O:4])[CH:2]=[CH2:3]. (8) Given the reactants [CH3:1][O:2][C:3]1[CH:4]=[C:5]2[C:9](=[CH:10][C:11]=1[O:12][CH3:13])[C:8](=[O:14])/[C:7](=[CH:15]/[C:16]1([F:29])[CH2:21][CH2:20][N:19]([C:22]([O:24][C:25]([CH3:28])([CH3:27])[CH3:26])=[O:23])[CH2:18][CH2:17]1)/[CH2:6]2.[H][H], predict the reaction product. The product is: [CH3:1][O:2][C:3]1[CH:4]=[C:5]2[C:9](=[CH:10][C:11]=1[O:12][CH3:13])[C:8](=[O:14])[CH:7]([CH2:15][C:16]1([F:29])[CH2:21][CH2:20][N:19]([C:22]([O:24][C:25]([CH3:27])([CH3:26])[CH3:28])=[O:23])[CH2:18][CH2:17]1)[CH2:6]2. (9) The product is: [N:1]1[CH:6]=[CH:5][CH:4]=[C:3]([CH2:7][NH:8][C:9](=[O:21])[NH:10][C:11]2[CH:16]=[CH:15][C:14]([S:17]([O-:19])=[O:18])=[CH:13][CH:12]=2)[CH:2]=1.[NH4+:1]. Given the reactants [N:1]1[CH:6]=[CH:5][CH:4]=[C:3]([CH2:7][NH:8][C:9](=[O:21])[NH:10][C:11]2[CH:16]=[CH:15][C:14]([S:17](Cl)(=[O:19])=[O:18])=[CH:13][CH:12]=2)[CH:2]=1.S([O-])([O-])=O.[Na+].[Na+].C(=O)(O)[O-].[Na+], predict the reaction product.